From a dataset of Peptide-MHC class II binding affinity with 134,281 pairs from IEDB. Regression. Given a peptide amino acid sequence and an MHC pseudo amino acid sequence, predict their binding affinity value. This is MHC class II binding data. The peptide sequence is RKKYFAATQFEPLAA. The MHC is DRB1_0101 with pseudo-sequence DRB1_0101. The binding affinity (normalized) is 0.681.